This data is from Full USPTO retrosynthesis dataset with 1.9M reactions from patents (1976-2016). The task is: Predict the reactants needed to synthesize the given product. (1) Given the product [O:17]([C:14]1[CH:13]=[CH:12][C:11]([C:10]2[C:3]3[C:4](=[N:5][CH:6]=[N:7][C:2]=3[NH2:1])[N:8]([CH:24]3[CH2:39][CH2:38][C:27]4([CH2:30][NH:29][CH2:28]4)[CH2:26][CH2:25]3)[N:9]=2)=[CH:16][CH:15]=1)[C:18]1[CH:19]=[CH:20][CH:21]=[CH:22][CH:23]=1, predict the reactants needed to synthesize it. The reactants are: [NH2:1][C:2]1[N:7]=[CH:6][N:5]=[C:4]2[N:8]([CH:24]3[CH2:39][CH2:38][C:27]4([CH2:30][N:29](C(OC(C)(C)C)=O)[CH2:28]4)[CH2:26][CH2:25]3)[N:9]=[C:10]([C:11]3[CH:16]=[CH:15][C:14]([O:17][C:18]4[CH:23]=[CH:22][CH:21]=[CH:20][CH:19]=4)=[CH:13][CH:12]=3)[C:3]=12. (2) Given the product [Cl:1][C:2]1[CH:10]=[CH:9][C:5]([C:6]([NH:16][CH3:14])=[O:7])=[CH:4][N:3]=1, predict the reactants needed to synthesize it. The reactants are: [Cl:1][C:2]1[N:3](C)[CH2:4][C:5](=[CH:9][CH:10]=1)[C:6](Cl)=[O:7].CN.[CH2:14]([N:16](CC)CC)C. (3) Given the product [NH2:1][C:2]1[C:11]2[N:10]=[CH:9][C:8]([CH2:12][CH2:13][C:14]3[CH:39]=[CH:38][C:17]([O:18][CH2:19][C:20]4[CH:21]=[CH:22][C:23]([CH2:26][C:27]([P:30](=[O:31])([OH:34])[OH:37])([F:28])[F:29])=[CH:24][CH:25]=4)=[CH:16][C:15]=3[CH3:40])=[CH:7][C:6]=2[C:5]2[CH:41]=[CH:42][C:43]([CH3:45])=[CH:44][C:4]=2[N:3]=1, predict the reactants needed to synthesize it. The reactants are: [NH2:1][C:2]1[C:11]2[N:10]=[CH:9][C:8]([CH2:12][CH2:13][C:14]3[CH:39]=[CH:38][C:17]([O:18][CH2:19][C:20]4[CH:25]=[CH:24][C:23]([CH2:26][C:27]([P:30](=[O:37])([O:34]CC)[O:31]CC)([F:29])[F:28])=[CH:22][CH:21]=4)=[CH:16][C:15]=3[CH3:40])=[CH:7][C:6]=2[C:5]2[CH:41]=[CH:42][C:43]([CH3:45])=[CH:44][C:4]=2[N:3]=1.C(O)(C(F)(F)F)=O. (4) Given the product [F:13][C:14]1[CH:39]=[CH:38][CH:37]=[CH:36][C:15]=1[N:16]1[C:17]2[C:18](=[CH:30][C:31]([F:35])=[C:32]([F:34])[CH:33]=2)[C:19](=[O:20])[N:21]([O:22][CH2:23][C:24]2[CH:25]=[CH:26][CH:27]=[CH:28][CH:29]=2)[C:1]1=[O:2], predict the reactants needed to synthesize it. The reactants are: [C:1](N1C=CN=C1)(N1C=CN=C1)=[O:2].[F:13][C:14]1[CH:39]=[CH:38][CH:37]=[CH:36][C:15]=1[NH:16][C:17]1[CH:33]=[C:32]([F:34])[C:31]([F:35])=[CH:30][C:18]=1[C:19]([NH:21][O:22][CH2:23][C:24]1[CH:29]=[CH:28][CH:27]=[CH:26][CH:25]=1)=[O:20]. (5) Given the product [CH2:1]([O:8][CH:9]([C:21]1[CH:26]=[CH:25][C:24]([F:27])=[CH:23][CH:22]=1)[CH2:10][CH2:11][CH2:12][C:13]([OH:14])=[O:28])[C:2]1[CH:3]=[CH:4][CH:5]=[CH:6][CH:7]=1, predict the reactants needed to synthesize it. The reactants are: [CH2:1]([O:8][CH:9]([C:21]1[CH:26]=[CH:25][C:24]([F:27])=[CH:23][CH:22]=1)[CH2:10][CH2:11][CH2:12][C:13](N1CCOCC1)=[O:14])[C:2]1[CH:7]=[CH:6][CH:5]=[CH:4][CH:3]=1.[OH-:28].[K+].